This data is from Forward reaction prediction with 1.9M reactions from USPTO patents (1976-2016). The task is: Predict the product of the given reaction. The product is: [CH3:24][O:25][C:26]([C:27]1[CH:28]=[C:29]2[C:30](=[CH:31][CH:32]=1)[CH2:33][N:1]([C@@H:2]1[CH2:6][CH2:5][N:4]([CH2:7][C:8]3[CH:13]=[CH:12][CH:11]=[CH:10][CH:9]=3)[CH2:3]1)[CH2:35]2)=[O:37]. Given the reactants [NH2:1][C@@H:2]1[CH2:6][CH2:5][N:4]([CH2:7][C:8]2[CH:13]=[CH:12][CH:11]=[CH:10][CH:9]=2)[C:3]1=O.CCN(C(C)C)C(C)C.[CH3:24][O:25][C:26](=[O:37])[C:27]1[CH:32]=[CH:31][C:30]([CH2:33]Br)=[C:29]([CH2:35]Br)[CH:28]=1, predict the reaction product.